Dataset: Reaction yield outcomes from USPTO patents with 853,638 reactions. Task: Predict the reaction yield, written as a fraction of the theoretical maximum amount of product (1.0 means a 100% yield; for example, 0.34 means a 34% yield). (1) The yield is 0.900. No catalyst specified. The reactants are [NH:1]([N:11]=[N+:12]=[N-:13])[C@H:2]([C:8](O)=[O:9])[CH2:3][C:4](=[O:7])[O:5][CH3:6].[CH2:14]([NH2:21])[C:15]1[CH:20]=[CH:19][CH:18]=[CH:17][CH:16]=1. The product is [NH:1]([N:11]=[N+:12]=[N-:13])[C@H:2]([C:8]([NH:21][CH2:14][C:15]1[CH:20]=[CH:19][CH:18]=[CH:17][CH:16]=1)=[O:9])[CH2:3][C:4](=[O:7])[O:5][CH3:6]. (2) The reactants are [CH2:1]([O:8][C:9]1[CH:10]=[C:11]([S:15](Cl)(=[O:17])=[O:16])[CH:12]=[CH:13][CH:14]=1)[C:2]1[CH:7]=[CH:6][CH:5]=[CH:4][CH:3]=1.[CH2:19]([C@H:26]([NH:38][C:39](=[O:49])[O:40][C@@H:41]1[C@H:48]2[C@H:44]([O:45][CH2:46][CH2:47]2)[O:43][CH2:42]1)[C@H:27]([OH:37])[CH2:28][NH:29][O:30][CH:31]1[CH2:36][CH2:35][CH2:34][CH2:33][CH2:32]1)[C:20]1[CH:25]=[CH:24][CH:23]=[CH:22][CH:21]=1.C(N(C(C)C)CC)(C)C. The catalyst is O1CCCC1.CN(C1C=CC=CN=1)C. The product is [CH2:19]([C@H:26]([NH:38][C:39](=[O:49])[O:40][C@@H:41]1[C@H:48]2[C@H:44]([O:45][CH2:46][CH2:47]2)[O:43][CH2:42]1)[C@H:27]([OH:37])[CH2:28][N:29]([S:15]([C:11]1[CH:12]=[CH:13][CH:14]=[C:9]([O:8][CH2:1][C:2]2[CH:7]=[CH:6][CH:5]=[CH:4][CH:3]=2)[CH:10]=1)(=[O:17])=[O:16])[O:30][CH:31]1[CH2:32][CH2:33][CH2:34][CH2:35][CH2:36]1)[C:20]1[CH:21]=[CH:22][CH:23]=[CH:24][CH:25]=1. The yield is 0.890. (3) The reactants are [CH3:1][C:2]1[CH:11]=[CH:10][C:5]2[C:6]([OH:9])=[N:7][O:8][C:4]=2[CH:3]=1.[Br:12]Br. The catalyst is C(O)(=O)C. The product is [Br:12][C:11]1[C:2]([CH3:1])=[CH:3][C:4]2[O:8][N:7]=[C:6]([OH:9])[C:5]=2[CH:10]=1. The yield is 0.960. (4) The reactants are [CH2:1]([OH:9])[CH:2]=[CH:3][CH2:4][CH2:5][CH2:6][CH2:7][CH3:8].[CH3:10]OCCOC.[Zn](CC)CC.C(I)I.[NH4+].[Cl-]. The catalyst is C(Cl)Cl.CCCCCC. The product is [CH2:4]([C@H:3]1[CH2:10][C@H:2]1[CH2:1][OH:9])[CH2:5][CH2:6][CH2:7][CH3:8]. The yield is 0.800. (5) The reactants are [F:1][C:2]1[CH:3]=[C:4]([S:9]([N:12]2[C:16]([C:17]3[CH:22]=[CH:21][CH:20]=[CH:19][N:18]=3)=[CH:15][C:14]([CH:23]=O)=[CH:13]2)(=[O:11])=[O:10])[CH:5]=[CH:6][C:7]=1[F:8].CO.[CH3:27][NH2:28].[BH4-].[Na+].[ClH:31].C(=O)([O-])O.[Na+]. The catalyst is CO. The product is [ClH:31].[ClH:31].[F:1][C:2]1[CH:3]=[C:4]([S:9]([N:12]2[C:16]([C:17]3[CH:22]=[CH:21][CH:20]=[CH:19][N:18]=3)=[CH:15][C:14]([CH2:23][NH:28][CH3:27])=[CH:13]2)(=[O:11])=[O:10])[CH:5]=[CH:6][C:7]=1[F:8]. The yield is 0.710. (6) The reactants are [CH3:1][N:2]1[C:6](OS(C(F)(F)F)(=O)=O)=[CH:5][C:4]([C:15](F)(F)F)=[N:3]1.CC1(C)C(C)(C)OB([C:27]2[CH:28]=[C:29]3[C:33](=[CH:34][CH:35]=2)[NH:32][C:31](=[O:36])[CH2:30]3)O1. The yield is 0.490. The product is [CH3:1][N:2]1[C:6]([C:27]2[CH:28]=[C:29]3[C:33](=[CH:34][CH:35]=2)[NH:32][C:31](=[O:36])[CH2:30]3)=[CH:5][C:4]([CH3:15])=[N:3]1. The catalyst is O1CCOCC1.